This data is from NCI-60 drug combinations with 297,098 pairs across 59 cell lines. The task is: Regression. Given two drug SMILES strings and cell line genomic features, predict the synergy score measuring deviation from expected non-interaction effect. (1) Drug 1: CN(C)C1=NC(=NC(=N1)N(C)C)N(C)C. Drug 2: C(=O)(N)NO. Cell line: SF-268. Synergy scores: CSS=-8.36, Synergy_ZIP=1.45, Synergy_Bliss=0.322, Synergy_Loewe=-6.69, Synergy_HSA=-5.94. (2) Drug 1: CC1=C(C=C(C=C1)NC(=O)C2=CC=C(C=C2)CN3CCN(CC3)C)NC4=NC=CC(=N4)C5=CN=CC=C5. Drug 2: C1CC(=O)NC(=O)C1N2C(=O)C3=CC=CC=C3C2=O. Cell line: SK-OV-3. Synergy scores: CSS=-6.06, Synergy_ZIP=1.36, Synergy_Bliss=-2.14, Synergy_Loewe=-4.95, Synergy_HSA=-5.59.